From a dataset of HIV replication inhibition screening data with 41,000+ compounds from the AIDS Antiviral Screen. Binary Classification. Given a drug SMILES string, predict its activity (active/inactive) in a high-throughput screening assay against a specified biological target. (1) The molecule is CCOc1ccc(-c2coc3cc(C)c(OCC)c(C)c3c2=O)cc1. The result is 0 (inactive). (2) The compound is COc1cccc(C=c2[nH]c(=O)c(=Cc3cccc(OC)c3OC)[nH]c2=O)c1OC. The result is 0 (inactive).